Predict the reactants needed to synthesize the given product. From a dataset of Full USPTO retrosynthesis dataset with 1.9M reactions from patents (1976-2016). (1) Given the product [F:8][C:5]1[CH:6]=[CH:7][C:2]2[N:1]=[CH:31][N:9]([C:10]3[N:15]=[C:14]([NH:16][C@H:17]4[C:26]5[C:21](=[CH:22][CH:23]=[CH:24][CH:25]=5)[C:20](=[O:27])[CH2:19][CH2:18]4)[C:13]([N+:28]([O-:30])=[O:29])=[CH:12][N:11]=3)[C:3]=2[CH:4]=1, predict the reactants needed to synthesize it. The reactants are: [NH2:1][C:2]1[CH:7]=[CH:6][C:5]([F:8])=[CH:4][C:3]=1[NH:9][C:10]1[N:15]=[C:14]([NH:16][C@H:17]2[C:26]3[C:21](=[CH:22][CH:23]=[CH:24][CH:25]=3)[C:20](=[O:27])[CH2:19][CH2:18]2)[C:13]([N+:28]([O-:30])=[O:29])=[CH:12][N:11]=1.[CH:31](OC)(OC)OC. (2) Given the product [N:1]1([C:7]2[N:15]=[C:14]3[C:10]([NH:11][C:12]([C:16]([C:18]4[CH:19]=[C:20]([CH3:24])[CH:21]=[CH:22][CH:23]=4)=[O:17])=[N:13]3)=[C:9]([N:33]3[CH2:38][CH2:37][O:36][CH2:35][CH2:34]3)[N:8]=2)[CH2:6][CH2:5][O:4][CH2:3][CH2:2]1, predict the reactants needed to synthesize it. The reactants are: [N:1]1([C:7]2[N:15]=[C:14]3[C:10]([N:11](COCC[Si](C)(C)C)[C:12]([C:16]([C:18]4[CH:19]=[C:20]([CH3:24])[CH:21]=[CH:22][CH:23]=4)=[O:17])=[N:13]3)=[C:9]([N:33]3[CH2:38][CH2:37][O:36][CH2:35][CH2:34]3)[N:8]=2)[CH2:6][CH2:5][O:4][CH2:3][CH2:2]1.